From a dataset of Peptide-MHC class I binding affinity with 185,985 pairs from IEDB/IMGT. Regression. Given a peptide amino acid sequence and an MHC pseudo amino acid sequence, predict their binding affinity value. This is MHC class I binding data. (1) The peptide sequence is IIVALTIMGV. The MHC is HLA-A02:01 with pseudo-sequence HLA-A02:01. The binding affinity (normalized) is 0.503. (2) The peptide sequence is FADINGKLY. The MHC is HLA-B08:01 with pseudo-sequence HLA-B08:01. The binding affinity (normalized) is 0.0847. (3) The peptide sequence is NYNGLLSSI. The binding affinity (normalized) is 0.0847. The MHC is HLA-A02:11 with pseudo-sequence HLA-A02:11. (4) The peptide sequence is IPPYCTIAPV. The MHC is HLA-B51:01 with pseudo-sequence HLA-B51:01. The binding affinity (normalized) is 0.0471. (5) The binding affinity (normalized) is 0.419. The MHC is HLA-A02:01 with pseudo-sequence HLA-A02:01. The peptide sequence is LLEGEEERL.